This data is from hERG potassium channel inhibition data for cardiac toxicity prediction from Karim et al.. The task is: Regression/Classification. Given a drug SMILES string, predict its toxicity properties. Task type varies by dataset: regression for continuous values (e.g., LD50, hERG inhibition percentage) or binary classification for toxic/non-toxic outcomes (e.g., AMES mutagenicity, cardiotoxicity, hepatotoxicity). Dataset: herg_karim. (1) The compound is Cc1cccc(-c2ccc(/C=C/[C@H]3[C@H](C)C(F)(F)C[C@@]4(C(N)=O)C(=O)O[C@H](C)[C@@H]34)nc2)c1F. The result is 0 (non-blocker). (2) The molecule is CS(=O)(=O)Nc1ccc(OC[C@@H](O)CNCCc2ccc(Cl)c(F)c2)cc1. The result is 1 (blocker). (3) The drug is O=C(NC(c1ccncc1)c1ccc(Cl)cc1)[C@@H]1CC[C@@H](N2CCOCC2)C[C@H]1c1ccc(Br)cc1. The result is 1 (blocker). (4) The drug is CN(Cc1ccccc1)C(=O)c1ccc(C2=CC3(CCNCC3)Oc3ccccc32)cc1. The result is 1 (blocker). (5) The molecule is CC(C)c1noc(N2CCN(c3ncc(OCc4ccc(S(C)(=O)=O)cc4F)cn3)[C@H](C)C2)n1. The result is 1 (blocker).